This data is from Full USPTO retrosynthesis dataset with 1.9M reactions from patents (1976-2016). The task is: Predict the reactants needed to synthesize the given product. (1) Given the product [I:32][C:33]1[CH:34]=[C:35]([C:36]2[N:38]=[C:22]([CH:17]3[CH2:18][O:19][CH2:20][CH2:21][N:16]3[C:14]([O:13][C:9]([CH3:10])([CH3:11])[CH3:12])=[O:15])[O:24][N:37]=2)[CH:40]=[CH:41][CH:42]=1, predict the reactants needed to synthesize it. The reactants are: ClC(OCC(C)C)=O.[C:9]([O:13][C:14]([N:16]1[CH2:21][CH2:20][O:19][CH2:18][CH:17]1[C:22]([OH:24])=O)=[O:15])([CH3:12])([CH3:11])[CH3:10].C(N(CC)CC)C.[I:32][C:33]1[CH:34]=[C:35]([CH:40]=[CH:41][CH:42]=1)[C:36]([NH:38]O)=[NH:37]. (2) Given the product [CH2:8]([C:3]1[CH:4]=[CH:5][CH:6]=[CH:7][C:2]=1[C:16]([C@@H:17]1[CH2:31][CH2:30][C:29](=[O:32])[N:18]1[CH2:19][CH2:20][NH:21][C:22](=[O:23])[O:24][C:25]([CH3:28])([CH3:27])[CH3:26])=[O:15])[CH3:9], predict the reactants needed to synthesize it. The reactants are: Br[C:2]1[CH:7]=[CH:6][CH:5]=[CH:4][C:3]=1[CH2:8][CH3:9].[Li]CCCC.[O:15]=[C:16]1[N:21]([C:22]([O:24][C:25]([CH3:28])([CH3:27])[CH3:26])=[O:23])[CH2:20][CH2:19][N:18]2[C:29](=[O:32])[CH2:30][CH2:31][C@@H:17]12. (3) The reactants are: [NH2:1][C:2]1[S:3][C:4]2[CH2:9][CH2:8][CH:7]([C:10]([O:12][CH2:13][CH3:14])=[O:11])[C:5]=2[N:6]=1.[C:15](O[C:15]([O:17][C:18]([CH3:21])([CH3:20])[CH3:19])=[O:16])([O:17][C:18]([CH3:21])([CH3:20])[CH3:19])=[O:16].C(N(CC)CC)C. Given the product [C:18]([O:17][C:15]([NH:1][C:2]1[S:3][C:4]2[CH2:9][CH2:8][CH:7]([C:10]([O:12][CH2:13][CH3:14])=[O:11])[C:5]=2[N:6]=1)=[O:16])([CH3:21])([CH3:20])[CH3:19], predict the reactants needed to synthesize it. (4) Given the product [OH:16][CH:14]1[CH:13]([OH:12])[CH:7]2[CH2:4][CH:3]1[CH:2]=[CH:1]2, predict the reactants needed to synthesize it. The reactants are: [C:1]12[CH2:7][C:4](CC1)=[CH:3][CH:2]=2.C[N+]1([O-])[CH2:14][CH2:13][O:12]CC1.[O-:16][Si]([O-])=O.[Mg+2].Cl.